Dataset: NCI-60 drug combinations with 297,098 pairs across 59 cell lines. Task: Regression. Given two drug SMILES strings and cell line genomic features, predict the synergy score measuring deviation from expected non-interaction effect. Drug 1: CC1=CC2C(CCC3(C2CCC3(C(=O)C)OC(=O)C)C)C4(C1=CC(=O)CC4)C. Drug 2: C#CCC(CC1=CN=C2C(=N1)C(=NC(=N2)N)N)C3=CC=C(C=C3)C(=O)NC(CCC(=O)O)C(=O)O. Cell line: U251. Synergy scores: CSS=0.986, Synergy_ZIP=-2.45, Synergy_Bliss=-4.82, Synergy_Loewe=-5.02, Synergy_HSA=-4.17.